From a dataset of NCI-60 drug combinations with 297,098 pairs across 59 cell lines. Regression. Given two drug SMILES strings and cell line genomic features, predict the synergy score measuring deviation from expected non-interaction effect. (1) Drug 1: C1CCN(CC1)CCOC2=CC=C(C=C2)C(=O)C3=C(SC4=C3C=CC(=C4)O)C5=CC=C(C=C5)O. Drug 2: COC1=NC(=NC2=C1N=CN2C3C(C(C(O3)CO)O)O)N. Cell line: OVCAR-4. Synergy scores: CSS=-5.52, Synergy_ZIP=2.43, Synergy_Bliss=-2.19, Synergy_Loewe=-4.63, Synergy_HSA=-6.21. (2) Drug 1: CN(C)C1=NC(=NC(=N1)N(C)C)N(C)C. Drug 2: C1=NNC2=C1C(=O)NC=N2. Cell line: SW-620. Synergy scores: CSS=-5.94, Synergy_ZIP=2.27, Synergy_Bliss=-0.0326, Synergy_Loewe=-4.70, Synergy_HSA=-4.04.